From a dataset of Full USPTO retrosynthesis dataset with 1.9M reactions from patents (1976-2016). Predict the reactants needed to synthesize the given product. (1) Given the product [ClH:26].[Br:1][C:2]1[C:3]([C@@H:9]([NH2:19])[CH2:10][C:11]2[CH:16]=[C:15]([F:17])[CH:14]=[C:13]([F:18])[CH:12]=2)=[N:4][C:5]([Br:8])=[CH:6][CH:7]=1, predict the reactants needed to synthesize it. The reactants are: [Br:1][C:2]1[C:3]([C@@H:9]([NH:19][S@](C(C)(C)C)=O)[CH2:10][C:11]2[CH:16]=[C:15]([F:17])[CH:14]=[C:13]([F:18])[CH:12]=2)=[N:4][C:5]([Br:8])=[CH:6][CH:7]=1.[ClH:26]. (2) Given the product [Br:1][C:2]1[CH:7]=[C:6]([C:8]([F:11])([F:10])[F:9])[CH:5]=[CH:4][C:3]=1[S:12]([NH:20][C:16]([CH3:19])([CH3:18])[CH3:17])(=[O:14])=[O:13], predict the reactants needed to synthesize it. The reactants are: [Br:1][C:2]1[CH:7]=[C:6]([C:8]([F:11])([F:10])[F:9])[CH:5]=[CH:4][C:3]=1[S:12](Cl)(=[O:14])=[O:13].[C:16]([NH2:20])([CH3:19])([CH3:18])[CH3:17]. (3) The reactants are: [Cl:1][CH2:2][CH2:3][O:4][C:5]1[CH:14]=[C:13]2[C:8]([C:9](=[O:23])[N:10](COC(=O)C(C)(C)C)[CH:11]=[N:12]2)=[CH:7][C:6]=1[O:24][CH3:25].N. Given the product [Cl:1][CH2:2][CH2:3][O:4][C:5]1[CH:14]=[C:13]2[C:8]([C:9](=[O:23])[NH:10][CH:11]=[N:12]2)=[CH:7][C:6]=1[O:24][CH3:25], predict the reactants needed to synthesize it. (4) The reactants are: Cl[C:2]1[C:7]([C:8]([F:11])([F:10])[F:9])=[CH:6][N:5]=[C:4]([NH:12][C:13]2[CH:27]=[CH:26][C:16]([CH2:17][P:18](=[O:25])([O:22][CH2:23][CH3:24])[O:19][CH2:20][CH3:21])=[CH:15][C:14]=2[O:28][CH3:29])[N:3]=1.[NH2:30][C:31]1[C:32]([C:44]([NH:46][CH3:47])=[O:45])=[N:33][C:34]([C@H:37]2[CH2:42][CH2:41][C@H:40]([OH:43])[CH2:39][CH2:38]2)=[CH:35][CH:36]=1. Given the product [OH:43][C@H:40]1[CH2:41][CH2:42][C@H:37]([C:34]2[N:33]=[C:32]([C:44](=[O:45])[NH:46][CH3:47])[C:31]([NH:30][C:2]3[C:7]([C:8]([F:10])([F:9])[F:11])=[CH:6][N:5]=[C:4]([NH:12][C:13]4[CH:27]=[CH:26][C:16]([CH2:17][P:18](=[O:25])([O:19][CH2:20][CH3:21])[O:22][CH2:23][CH3:24])=[CH:15][C:14]=4[O:28][CH3:29])[N:3]=3)=[CH:36][CH:35]=2)[CH2:38][CH2:39]1, predict the reactants needed to synthesize it. (5) The reactants are: [CH3:1][O:2][C:3]1[CH:4]=[C:5]([C:12]2[S:13][C:14]3[CH:20]=[C:19]([O:21][CH3:22])[CH:18]=[CH:17][C:15]=3[N:16]=2)[CH:6]=[CH:7][C:8]=1[N+:9]([O-])=O.O.O.[Sn](Cl)Cl.CCCCCC.C1COCC1. Given the product [NH2:9][C:8]1[CH:7]=[CH:6][C:5]([C:12]2[S:13][C:14]3[CH:20]=[C:19]([O:21][CH3:22])[CH:18]=[CH:17][C:15]=3[N:16]=2)=[CH:4][C:3]=1[O:2][CH3:1], predict the reactants needed to synthesize it. (6) Given the product [C:17]([OH:21])(=[O:20])[CH:18]=[CH2:19].[NH2:3][C:17]([O:21][CH2:22][CH3:23])=[O:20], predict the reactants needed to synthesize it. The reactants are: O=C=[N:3]C1CC(C)(C)CC(C)(CN=C=O)C1.[C:17]([O:21][CH2:22][C:23](CO)(COC(=O)C=C)COC(=O)C=C)(=[O:20])[CH:18]=[CH2:19].COC1C=CC(O)=CC=1.C([O-])(=O)CCCCCCCCCCC.C([O-])(=O)CCCCCCCCCCC.C([Sn+2]CCCC)CCC. (7) Given the product [CH3:26][C:27]1[C:32]([C:2]2[N:11]=[C:10]([NH:12][CH2:13][CH:14]([C:20]3[CH:21]=[N:22][CH:23]=[CH:24][CH:25]=3)[C:15]3[NH:16][CH:17]=[CH:18][CH:19]=3)[C:9]3[C:4](=[CH:5][CH:6]=[CH:7][CH:8]=3)[N:3]=2)=[CH:31][N:30]2[CH:36]=[CH:37][N:38]=[C:29]2[CH:28]=1, predict the reactants needed to synthesize it. The reactants are: Cl[C:2]1[N:11]=[C:10]([NH:12][CH2:13][CH:14]([C:20]2[CH:21]=[N:22][CH:23]=[CH:24][CH:25]=2)[C:15]2[NH:16][CH:17]=[CH:18][CH:19]=2)[C:9]2[C:4](=[CH:5][CH:6]=[CH:7][CH:8]=2)[N:3]=1.[CH3:26][C:27]1[C:32](B(O)O)=[CH:31][N:30]2[CH:36]=[CH:37][N:38]=[C:29]2[CH:28]=1.C(NC1C2C(=CC=CC=2)N=C(C2SC3C=CC=CC=3C=2)N=1)(C1C=CC=CC=1)C1C=CC=CC=1.